From a dataset of Peptide-MHC class I binding affinity with 185,985 pairs from IEDB/IMGT. Regression. Given a peptide amino acid sequence and an MHC pseudo amino acid sequence, predict their binding affinity value. This is MHC class I binding data. (1) The peptide sequence is AEMKTDAATLA. The MHC is HLA-A02:02 with pseudo-sequence HLA-A02:02. The binding affinity (normalized) is 0.150. (2) The peptide sequence is YVFPVIFSR. The MHC is Mamu-A11 with pseudo-sequence Mamu-A11. The binding affinity (normalized) is 0. (3) The peptide sequence is HEGINPNMSCD. The MHC is H-2-Kb with pseudo-sequence H-2-Kb. The binding affinity (normalized) is 0.0798. (4) The peptide sequence is AEVAELYRLEL. The MHC is Mamu-B01 with pseudo-sequence Mamu-B01. The binding affinity (normalized) is 0. (5) The peptide sequence is YLFQWNDNV. The MHC is HLA-A02:03 with pseudo-sequence HLA-A02:03. The binding affinity (normalized) is 1.00. (6) The peptide sequence is ITAVNRYFK. The MHC is HLA-A02:11 with pseudo-sequence HLA-A02:11. The binding affinity (normalized) is 0.0847. (7) The peptide sequence is EGNETPGGY. The MHC is HLA-A24:02 with pseudo-sequence HLA-A24:02. The binding affinity (normalized) is 0.343.